From a dataset of Reaction yield outcomes from USPTO patents with 853,638 reactions. Predict the reaction yield, written as a fraction of the theoretical maximum amount of product (1.0 means a 100% yield; for example, 0.34 means a 34% yield). (1) The reactants are [NH2:1][C:2]1[S:3][C:4]2[C:9]([N:10]=1)=[CH:8][CH:7]=[C:6]([N:11]([CH3:26])[C:12]1[CH:13]=[CH:14][C:15]([F:25])=[C:16]([NH:18][C:19](=[O:24])[C:20]([F:23])([F:22])[F:21])[CH:17]=1)[N:5]=2.[CH:27]1([C:30](Cl)=[O:31])[CH2:29][CH2:28]1. The catalyst is N1C=CC=CC=1. The product is [F:25][C:15]1[CH:14]=[CH:13][C:12]([N:11]([CH3:26])[C:6]2[N:5]=[C:4]3[S:3][C:2]([NH:1][C:30]([CH:27]4[CH2:29][CH2:28]4)=[O:31])=[N:10][C:9]3=[CH:8][CH:7]=2)=[CH:17][C:16]=1[NH:18][C:19](=[O:24])[C:20]([F:22])([F:21])[F:23]. The yield is 0.590. (2) The reactants are [F:1][C:2]1[CH:7]=[CH:6][C:5](B(O)O)=[CH:4][C:3]=1[C:11]1[CH:16]=[CH:15][C:14]([F:17])=[CH:13][N:12]=1.Br[C:19]1[N:23]2[N:24]=[CH:25][C:26]([C:28]([F:31])([F:30])[F:29])=[N:27][C:22]2=[N:21][CH:20]=1.C([O-])([O-])=O.[Na+].[Na+]. The catalyst is COCCOC.C1C=CC([P]([Pd]([P](C2C=CC=CC=2)(C2C=CC=CC=2)C2C=CC=CC=2)([P](C2C=CC=CC=2)(C2C=CC=CC=2)C2C=CC=CC=2)[P](C2C=CC=CC=2)(C2C=CC=CC=2)C2C=CC=CC=2)(C2C=CC=CC=2)C2C=CC=CC=2)=CC=1. The product is [F:1][C:2]1[CH:7]=[CH:6][C:5]([C:19]2[N:23]3[N:24]=[CH:25][C:26]([C:28]([F:29])([F:30])[F:31])=[N:27][C:22]3=[N:21][CH:20]=2)=[CH:4][C:3]=1[C:11]1[CH:16]=[CH:15][C:14]([F:17])=[CH:13][N:12]=1. The yield is 0.350. (3) The reactants are [CH2:1]([N:3]1[C:7]([CH3:8])=[C:6]([CH3:9])[N:5]=[C:4]1[S:10]CC1C=CC(OC)=CC=1)[CH3:2].C(O)(C(F)(F)F)=O. The catalyst is C1(C)C=CC=CC=1. The product is [CH2:1]([N:3]1[C:7]([CH3:8])=[C:6]([CH3:9])[N:5]=[C:4]1[SH:10])[CH3:2]. The yield is 0.770. (4) The reactants are [CH3:1][C:2]1[N:3]=[C:4]2[C:9]([NH:10][CH2:11][C:12]3[C:17]([CH3:18])=[CH:16][CH:15]=[CH:14][C:13]=3[CH3:19])=[C:8]([N+:20]([O-])=O)[CH:7]=[CH:6][N:5]2[C:23]=1[CH3:24]. The catalyst is [Ni].C(O)C. The product is [NH2:20][C:8]1[CH:7]=[CH:6][N:5]2[C:23]([CH3:24])=[C:2]([CH3:1])[N:3]=[C:4]2[C:9]=1[NH:10][CH2:11][C:12]1[C:17]([CH3:18])=[CH:16][CH:15]=[CH:14][C:13]=1[CH3:19]. The yield is 0.970. (5) The reactants are [CH3:1][O:2][C:3]1[CH:4]=[C:5]([C:13]2[N:22]=[C:21]([C:23](O)=[O:24])[C:20]3[C:15](=[CH:16][CH:17]=[CH:18][CH:19]=3)[N:14]=2)[CH:6]=[C:7]([O:11][CH3:12])[C:8]=1[O:9][CH3:10].Cl.[CH3:27][O:28][C:29]1[CH:30]=[C:31]2[C:36](=[CH:37][CH:38]=1)[CH2:35][NH:34][CH2:33][CH2:32]2. No catalyst specified. The product is [CH3:1][O:2][C:3]1[CH:4]=[C:5]([C:13]2[N:22]=[C:21]([C:23]([N:34]3[CH2:33][CH2:32][C:31]4[C:36](=[CH:37][CH:38]=[C:29]([O:28][CH3:27])[CH:30]=4)[CH2:35]3)=[O:24])[C:20]3[C:15](=[CH:16][CH:17]=[CH:18][CH:19]=3)[N:14]=2)[CH:6]=[C:7]([O:11][CH3:12])[C:8]=1[O:9][CH3:10]. The yield is 0.571. (6) The reactants are [CH2:1]([SH:3])[CH3:2].F[C:5]1[CH:12]=[CH:11][C:10]([N+:13]([O-:15])=[O:14])=[CH:9][C:6]=1[C:7]#[N:8].C(N(CC)CC)C.C1C=C(Cl)C=C(C(OO)=[O:31])C=1.[OH2:34]. The catalyst is CN(C=O)C.C(Cl)Cl. The product is [CH2:1]([S:3]([C:5]1[CH:12]=[CH:11][C:10]([N+:13]([O-:15])=[O:14])=[CH:9][C:6]=1[C:7]#[N:8])(=[O:31])=[O:34])[CH3:2]. The yield is 0.800. (7) The reactants are [OH:1][CH:2]([CH3:20])[CH2:3][NH:4][C:5](=[O:19])[C:6]([NH:8][C:9]1[CH:14]=[CH:13][CH:12]=[C:11]([C:15]([F:18])([F:17])[F:16])[CH:10]=1)=[O:7].C(#N)C.Br([O-])(=O)=O.[Na+]. The catalyst is O.O.[Ru](Cl)(Cl)Cl. The product is [O:1]=[C:2]([CH3:20])[CH2:3][NH:4][C:5](=[O:19])[C:6]([NH:8][C:9]1[CH:14]=[CH:13][CH:12]=[C:11]([C:15]([F:16])([F:17])[F:18])[CH:10]=1)=[O:7]. The yield is 0.911. (8) The reactants are C([O:3][C:4]([C:6]1([C:9]2[CH:14]=[CH:13][C:12]([C:15]3[CH:20]=[CH:19][C:18]([C:21]4[S:22][C:23]([Cl:38])=[CH:24][C:25]=4[NH:26][C:27]([O:29][C@@H:30]([C:32]4[CH:37]=[CH:36][CH:35]=[CH:34][CH:33]=4)[CH3:31])=[O:28])=[CH:17][C:16]=3[N+:39]([O-:41])=[O:40])=[CH:11][CH:10]=2)[CH2:8][CH2:7]1)=[O:5])C.[OH-].[Na+].Cl. The catalyst is C(O)(C)C. The product is [Cl:38][C:23]1[S:22][C:21]([C:18]2[CH:19]=[CH:20][C:15]([C:12]3[CH:11]=[CH:10][C:9]([C:6]4([C:4]([OH:5])=[O:3])[CH2:7][CH2:8]4)=[CH:14][CH:13]=3)=[C:16]([N+:39]([O-:41])=[O:40])[CH:17]=2)=[C:25]([NH:26][C:27]([O:29][C@@H:30]([C:32]2[CH:33]=[CH:34][CH:35]=[CH:36][CH:37]=2)[CH3:31])=[O:28])[CH:24]=1. The yield is 0.510. (9) The reactants are [CH3:1][C:2]1[N:7]=[C:6]([N:8]2[CH2:13][CH2:12][CH:11]([C:14]([OH:16])=O)[CH2:10][CH2:9]2)[CH:5]=[CH:4][CH:3]=1.C(Cl)(=O)C(Cl)=O.[F:23][C:24]1[CH:25]=[CH:26][C:27]2[NH:36][CH2:35][CH2:34][C:33]3[N:32]=[C:31]([N:37]4[CH2:42][CH2:41][O:40][CH2:39][CH2:38]4)[NH:30][C:29]=3[C:28]=2[CH:43]=1.C(N(CC)CC)C.C([O-])(O)=O.[Na+]. The yield is 0.190. The catalyst is C(Cl)Cl.CN(C=O)C. The product is [F:23][C:24]1[CH:25]=[CH:26][C:27]2[N:36]([C:14]([CH:11]3[CH2:10][CH2:9][N:8]([C:6]4[CH:5]=[CH:4][CH:3]=[C:2]([CH3:1])[N:7]=4)[CH2:13][CH2:12]3)=[O:16])[CH2:35][CH2:34][C:33]3[N:32]=[C:31]([N:37]4[CH2:42][CH2:41][O:40][CH2:39][CH2:38]4)[NH:30][C:29]=3[C:28]=2[CH:43]=1.